The task is: Predict the reactants needed to synthesize the given product.. This data is from Full USPTO retrosynthesis dataset with 1.9M reactions from patents (1976-2016). (1) The reactants are: [C:1]([C:3]1[CH:17]=[C:16]([I:18])[C:6]2[N:7]([C:10]3[CH:15]=[CH:14][CH:13]=[CH:12][CH:11]=3)[CH:8]=[N:9][C:5]=2[CH:4]=1)#N.CC1C=C([N+]([O-])=O)C(O)=C([N+]([O-])=O)C=1. Given the product [I:18][C:16]1[C:6]2[N:7]([C:10]3[CH:15]=[CH:14][CH:13]=[CH:12][CH:11]=3)[CH:8]=[N:9][C:5]=2[CH:4]=[C:3]([CH3:1])[CH:17]=1, predict the reactants needed to synthesize it. (2) Given the product [Br:1][C:2]1[CH:3]=[C:4]2[C:9](=[CH:10][CH:11]=1)[C:8]([O:12][CH2:14][CH2:15][CH2:16][CH2:17][CH2:18][CH2:19][CH3:20])=[CH:7][CH:6]=[CH:5]2, predict the reactants needed to synthesize it. The reactants are: [Br:1][C:2]1[CH:3]=[C:4]2[C:9](=[CH:10][CH:11]=1)[C:8]([OH:12])=[CH:7][CH:6]=[CH:5]2.Br[CH2:14][CH2:15][CH2:16][CH2:17][CH2:18][CH2:19][CH3:20].C([O-])([O-])=O.[K+].[K+]. (3) Given the product [CH3:11][O:12][C:13]1[CH:14]=[CH:15][C:16]([OH:21])=[C:17]([C:18]2[NH:1][N:2]=[C:3]([C:5]3[CH:10]=[CH:9][CH:8]=[CH:7][N:6]=3)[N:4]=2)[CH:20]=1, predict the reactants needed to synthesize it. The reactants are: [NH2:1][NH:2][C:3]([C:5]1[CH:10]=[CH:9][CH:8]=[CH:7][N:6]=1)=[NH:4].[CH3:11][O:12][C:13]1[CH:14]=[CH:15][C:16]([OH:21])=[C:17]([CH:20]=1)[CH:18]=O. (4) Given the product [Cl:8][C:9]1[CH:10]=[C:11]([CH:33]=[CH:34][C:35]=1[O:36][CH2:37][C:38]1[CH:43]=[CH:42][CH:41]=[C:40]([F:44])[CH:39]=1)[NH:12][C:13]1[C:22]2[C:17](=[CH:18][CH:19]=[CH:20][C:21]=2[OH:23])[N:16]=[CH:15][N:14]=1, predict the reactants needed to synthesize it. The reactants are: FC(F)(F)C(O)=O.[Cl:8][C:9]1[CH:10]=[C:11]([CH:33]=[CH:34][C:35]=1[O:36][CH2:37][C:38]1[CH:43]=[CH:42][CH:41]=[C:40]([F:44])[CH:39]=1)[NH:12][C:13]1[C:22]2[C:17](=[CH:18][CH:19]=[CH:20][C:21]=2[O:23]CC2C=CC(OC)=CC=2)[N:16]=[CH:15][N:14]=1. (5) Given the product [CH3:11][C:12]1([CH3:28])[C:16]([CH3:18])([CH3:17])[O:15][B:14]([C:2]2[C:3]([C:7]([F:10])([F:9])[F:8])=[N:4][NH:5][CH:6]=2)[O:13]1, predict the reactants needed to synthesize it. The reactants are: I[C:2]1[C:3]([C:7]([F:10])([F:9])[F:8])=[N:4][NH:5][CH:6]=1.[CH3:11][C:12]1([CH3:28])[C:16]([CH3:18])([CH3:17])[O:15][B:14]([B:14]2[O:15][C:16]([CH3:18])([CH3:17])[C:12]([CH3:28])([CH3:11])[O:13]2)[O:13]1.C([O-])(=O)C.[K+]. (6) The reactants are: C([O:5][C:6]([C:8]1[CH:9]=[C:10]([C:26]([NH:28][CH2:29][C:30]2[CH:35]=[CH:34][C:33]([S:36]([CH3:39])(=[O:38])=[O:37])=[CH:32][CH:31]=2)=[O:27])[C:11](=[O:25])[N:12]([C:15]2[CH:20]=[CH:19][CH:18]=[C:17]([C:21]([F:24])([F:23])[F:22])[CH:16]=2)[C:13]=1[CH3:14])=[CH2:7])CCC.Cl.C(=O)([O-])O.[Na+]. Given the product [C:6]([C:8]1[CH:9]=[C:10]([C:26]([NH:28][CH2:29][C:30]2[CH:35]=[CH:34][C:33]([S:36]([CH3:39])(=[O:38])=[O:37])=[CH:32][CH:31]=2)=[O:27])[C:11](=[O:25])[N:12]([C:15]2[CH:20]=[CH:19][CH:18]=[C:17]([C:21]([F:24])([F:23])[F:22])[CH:16]=2)[C:13]=1[CH3:14])(=[O:5])[CH3:7], predict the reactants needed to synthesize it. (7) Given the product [CH2:1]([NH:3][CH2:4][CH3:5])[CH3:2].[CH2:6]1[C@@H:10]([CH2:11][CH2:12][CH2:13][CH2:14][C:15]([OH:17])=[O:16])[S:9][S:8][CH2:7]1, predict the reactants needed to synthesize it. The reactants are: [CH2:1]([NH:3][CH2:4][CH3:5])[CH3:2].[CH2:6]1[CH:10]([CH2:11][CH2:12][CH2:13][CH2:14][C:15]([OH:17])=[O:16])[S:9][S:8][CH2:7]1.